This data is from CYP3A4 inhibition data for predicting drug metabolism from PubChem BioAssay. The task is: Regression/Classification. Given a drug SMILES string, predict its absorption, distribution, metabolism, or excretion properties. Task type varies by dataset: regression for continuous measurements (e.g., permeability, clearance, half-life) or binary classification for categorical outcomes (e.g., BBB penetration, CYP inhibition). Dataset: cyp3a4_veith. (1) The molecule is CS(=O)(=O)c1ccc(/C=N\NC(N)=S)cc1. The result is 0 (non-inhibitor). (2) The molecule is CN(C(=O)Cc1ccc(Cl)c(Cl)c1)[C@H](CN1CCCC1)c1cccc(N=C=S)c1. The result is 1 (inhibitor). (3) The compound is Cc1ccccc1NS(=O)(=O)c1ccc2[nH]cc(C(=O)NCCCN3CCOCC3)c(=O)c2c1. The result is 1 (inhibitor). (4) The compound is CC(C)=CC(=O)Nc1nnc(C(C)C)s1. The result is 0 (non-inhibitor). (5) The drug is Cc1cc(NC(=O)C2CCCCC2)nc2c1c(=O)oc1ccccc12. The result is 0 (non-inhibitor). (6) The compound is Nc1nc(SCCc2ccccc2)c2[nH]cnc2n1. The result is 1 (inhibitor). (7) The result is 0 (non-inhibitor). The compound is CCC(C)NC(=O)c1c(C)cc(=O)oc1C. (8) The molecule is CC(C)OCC(O)CN1CCNCC1.Cl. The result is 0 (non-inhibitor). (9) The drug is COc1ncc2nc(-c3ccc(F)cc3)c(=O)n(C3CC3)c2n1. The result is 0 (non-inhibitor).